From a dataset of Catalyst prediction with 721,799 reactions and 888 catalyst types from USPTO. Predict which catalyst facilitates the given reaction. (1) Product: [CH2:23]([O:22][C:20]([NH:1][C:2]1[CH:11]=[C:10]2[C:5]([CH:6]=[CH:7][CH:8]=[C:9]2[N:12]2[CH2:17][CH2:16][N:15]([CH3:18])[CH2:14][CH2:13]2)=[CH:4][CH:3]=1)=[O:21])[C:24]1[CH:29]=[CH:28][CH:27]=[CH:26][CH:25]=1. The catalyst class is: 2. Reactant: [NH2:1][C:2]1[CH:11]=[C:10]2[C:5]([CH:6]=[CH:7][CH:8]=[C:9]2[N:12]2[CH2:17][CH2:16][N:15]([CH3:18])[CH2:14][CH2:13]2)=[CH:4][CH:3]=1.Cl[C:20]([O:22][CH2:23][C:24]1[CH:29]=[CH:28][CH:27]=[CH:26][CH:25]=1)=[O:21].C(=O)([O-])[O-].[K+].[K+].O. (2) The catalyst class is: 5. Reactant: [Si]([O:8][C@H:9]([C:48]1[CH:53]=[CH:52][C:51]([OH:54])=[C:50]([CH2:55][OH:56])[CH:49]=1)[CH2:10][NH:11][CH2:12][CH2:13][C:14]1[CH:19]=[CH:18][C:17]([O:20][CH2:21][CH2:22][CH2:23][CH2:24][C:25]2[CH:30]=[CH:29][C:28]([OH:31])=[C:27]([C@@H:32]([C:42]3[CH:47]=[CH:46][CH:45]=[CH:44][CH:43]=3)[CH2:33][CH2:34][N:35]([CH:39]([CH3:41])[CH3:40])[CH:36]([CH3:38])[CH3:37])[CH:26]=2)=[CH:16][CH:15]=1)(C(C)(C)C)(C)C.O.[F-].[NH4+]. Product: [NH3:11].[CH:39]([N:35]([CH:36]([CH3:38])[CH3:37])[CH2:34][CH2:33][C@@H:32]([C:27]1[CH:26]=[C:25]([CH2:24][CH2:23][CH2:22][CH2:21][O:20][C:17]2[CH:16]=[CH:15][C:14]([CH2:13][CH2:12][NH:11][CH2:10][C@H:9]([OH:8])[C:48]3[CH:53]=[CH:52][C:51]([OH:54])=[C:50]([CH2:55][OH:56])[CH:49]=3)=[CH:19][CH:18]=2)[CH:30]=[CH:29][C:28]=1[OH:31])[C:42]1[CH:43]=[CH:44][CH:45]=[CH:46][CH:47]=1)([CH3:41])[CH3:40]. (3) Reactant: [F:1][C:2]1[CH:7]=[C:6]([O:8][CH3:9])[CH:5]=[CH:4][C:3]=1[O:10][CH3:11].[Li]CCCC.N#N.Cl[C:20]([O:22][CH2:23]C)=[O:21]. Product: [F:1][C:2]1[C:3]([O:10][CH3:11])=[CH:4][CH:5]=[C:6]([O:8][CH3:9])[C:7]=1[C:20]([O:22][CH3:23])=[O:21]. The catalyst class is: 1. (4) Reactant: [F:1][CH:2]([F:14])[O:3][CH2:4][C:5]1([C:9]([O:11]CC)=[O:10])[CH2:8][CH2:7][CH2:6]1.O.[OH-].[Na+]. Product: [F:1][CH:2]([F:14])[O:3][CH2:4][C:5]1([C:9]([OH:11])=[O:10])[CH2:8][CH2:7][CH2:6]1. The catalyst class is: 353. (5) Reactant: [Si](C=[N+]=[N-])(C)(C)[CH3:2].[NH2:8][C:9]1[C:10]([I:19])=[N:11][C:12]([Cl:18])=[CH:13][C:14]=1[C:15]([OH:17])=[O:16].CO. Product: [NH2:8][C:9]1[C:10]([I:19])=[N:11][C:12]([Cl:18])=[CH:13][C:14]=1[C:15]([O:17][CH3:2])=[O:16]. The catalyst class is: 1.